Task: Regression. Given a peptide amino acid sequence and an MHC pseudo amino acid sequence, predict their binding affinity value. This is MHC class II binding data.. Dataset: Peptide-MHC class II binding affinity with 134,281 pairs from IEDB (1) The peptide sequence is ALTALIRDPPADSTG. The MHC is HLA-DPA10103-DPB10301 with pseudo-sequence HLA-DPA10103-DPB10301. The binding affinity (normalized) is 0.333. (2) The peptide sequence is CPFSNRVWNSFQIEE. The MHC is DRB1_0901 with pseudo-sequence DRB1_0901. The binding affinity (normalized) is 0.677.